Predict the reactants needed to synthesize the given product. From a dataset of Full USPTO retrosynthesis dataset with 1.9M reactions from patents (1976-2016). (1) Given the product [CH:1]1([C:4]2[CH:32]=[N:31][C:7]3[N:8]([C:13]([NH:15][C@@H:16]([C:20]4[CH:25]=[CH:24][C:23]([O:26][C:27]([F:28])([F:29])[F:30])=[CH:22][CH:21]=4)[CH2:17][O:18][CH3:19])=[O:14])[CH2:9][C:10](=[O:12])[NH:11][C:6]=3[CH:5]=2)[CH2:3][CH2:2]1, predict the reactants needed to synthesize it. The reactants are: [CH:1]1([C:4]2[CH:32]=[N:31][C:7]3[N:8]([C:13]([NH:15][CH:16]([C:20]4[CH:25]=[CH:24][C:23]([O:26][C:27]([F:30])([F:29])[F:28])=[CH:22][CH:21]=4)[CH2:17][O:18][CH3:19])=[O:14])[CH2:9][C:10](=[O:12])[NH:11][C:6]=3[CH:5]=2)[CH2:3][CH2:2]1.C(=O)=O.CO. (2) The reactants are: [H-].[Na+].[O:3]1[CH2:8][CH2:7][CH:6]([NH:9][C:10]2[N:15]=[C:14]([C:16]3[CH:21]=[CH:20][NH:19][C:18](=[O:22])[CH:17]=3)[CH:13]=[CH:12][N:11]=2)[CH2:5][CH2:4]1.CS(O[CH2:28][CH2:29][C:30]1[CH:35]=[CH:34][C:33]([Cl:36])=[C:32]([F:37])[CH:31]=1)(=O)=O. Given the product [Cl:36][C:33]1[CH:34]=[CH:35][C:30]([CH2:29][CH2:28][N:19]2[CH:20]=[CH:21][C:16]([C:14]3[CH:13]=[CH:12][N:11]=[C:10]([NH:9][CH:6]4[CH2:7][CH2:8][O:3][CH2:4][CH2:5]4)[N:15]=3)=[CH:17][C:18]2=[O:22])=[CH:31][C:32]=1[F:37], predict the reactants needed to synthesize it. (3) Given the product [C:1]([O:5][C:6](=[O:27])[NH:7][C@H:8]([C:10]1[N:19]([C:20]2[CH:25]=[CH:24][CH:23]=[CH:22][CH:21]=2)[C:13]2[CH:14]=[CH:15][C:16]([F:18])=[CH:17][C:12]=2[N:11]=1)[CH3:9])([CH3:4])([CH3:3])[CH3:2], predict the reactants needed to synthesize it. The reactants are: [C:1]([O:5][C:6](=[O:27])[NH:7][C@H:8]([C:10](=O)[NH:11][C:12]1[CH:17]=[C:16]([F:18])[CH:15]=[CH:14][C:13]=1[NH:19][C:20]1[CH:25]=[CH:24][CH:23]=[CH:22][CH:21]=1)[CH3:9])([CH3:4])([CH3:3])[CH3:2]. (4) Given the product [C:1]([O:5][C:6]([N:8]1[CH2:13][CH2:12][N:11]([CH2:26][C:23]2[CH:22]=[CH:21][C:20](/[CH:19]=[CH:18]/[C:17]([O:16][CH3:15])=[O:28])=[CH:25][CH:24]=2)[CH2:10][CH2:9]1)=[O:7])([CH3:4])([CH3:2])[CH3:3], predict the reactants needed to synthesize it. The reactants are: [C:1]([O:5][C:6]([N:8]1[CH2:13][CH2:12][NH:11][CH2:10][CH2:9]1)=[O:7])([CH3:4])([CH3:3])[CH3:2].Cl.[CH3:15][O:16][C:17](=[O:28])/[CH:18]=[CH:19]/[C:20]1[CH:25]=[CH:24][C:23]([CH:26]=O)=[CH:22][CH:21]=1.C(O)(=O)C.C(O[BH-](OC(=O)C)OC(=O)C)(=O)C.[Na+]. (5) Given the product [Br:1][C@@H:2]1[C@H:3]([NH:10][C:11]([C:12]2[CH:17]=[CH:16][CH:15]=[CH:14][CH:13]=2)([C:24]2[CH:25]=[CH:26][CH:27]=[CH:28][CH:29]=2)[C:18]2[CH:19]=[CH:20][CH:21]=[CH:22][CH:23]=2)[CH2:4][C@@H:5]([CH2:6][OH:9])[C@H:8]1[OH:7], predict the reactants needed to synthesize it. The reactants are: [Br:1][C@H:2]1[C@H:8]2[C@H:5]([C:6](=[O:9])[O:7]2)[CH2:4][C@H:3]1[NH:10][C:11]([C:24]1[CH:29]=[CH:28][CH:27]=[CH:26][CH:25]=1)([C:18]1[CH:23]=[CH:22][CH:21]=[CH:20][CH:19]=1)[C:12]1[CH:17]=[CH:16][CH:15]=[CH:14][CH:13]=1.[BH4-].[Li+].CCOC(C)=O.CCCCCC.[NH4+].[Cl-]. (6) Given the product [ClH:32].[ClH:32].[Cl:33][C:28]1[CH:27]=[C:26]([C@H:14]([CH2:13][CH2:12][N:9]2[CH2:10][CH2:11][CH:6]([N:5]3[CH2:4][CH2:3][CH2:2][NH:1][C:34]3=[S:35])[CH2:7][CH2:8]2)[CH2:15][N:16]([CH3:25])[C:17](=[O:24])[C:18]2[CH:19]=[CH:20][CH:21]=[CH:22][CH:23]=2)[CH:31]=[CH:30][C:29]=1[Cl:32], predict the reactants needed to synthesize it. The reactants are: [NH2:1][CH2:2][CH2:3][CH2:4][NH:5][CH:6]1[CH2:11][CH2:10][N:9]([CH2:12][CH2:13][C@@H:14]([C:26]2[CH:31]=[CH:30][C:29]([Cl:32])=[C:28]([Cl:33])[CH:27]=2)[CH2:15][N:16]([CH3:25])[C:17](=[O:24])[C:18]2[CH:23]=[CH:22][CH:21]=[CH:20][CH:19]=2)[CH2:8][CH2:7]1.[C:34](N1C=CN=C1)(N1C=CN=C1)=[S:35].